Dataset: Forward reaction prediction with 1.9M reactions from USPTO patents (1976-2016). Task: Predict the product of the given reaction. (1) Given the reactants [OH:1][CH:2]([C:8]1[CH:13]=[CH:12][C:11]([C:14]2[N:18]=[C:17]([C:19]3[CH:20]=[N:21][N:22]([C:28]4[CH:33]=[CH:32][CH:31]=[CH:30][CH:29]=4)[C:23]=3[C:24]([F:27])([F:26])[F:25])[O:16][N:15]=2)=[CH:10][CH:9]=1)[C:3]([O:5]CC)=[O:4].CO.[Li+].[OH-], predict the reaction product. The product is: [OH:1][CH:2]([C:8]1[CH:13]=[CH:12][C:11]([C:14]2[N:18]=[C:17]([C:19]3[CH:20]=[N:21][N:22]([C:28]4[CH:29]=[CH:30][CH:31]=[CH:32][CH:33]=4)[C:23]=3[C:24]([F:25])([F:26])[F:27])[O:16][N:15]=2)=[CH:10][CH:9]=1)[C:3]([OH:5])=[O:4]. (2) Given the reactants [CH3:1][O:2][C:3]1[CH:22]=[CH:21][C:6]([C:7](Cl)([C:14]2[CH:19]=[CH:18][CH:17]=[CH:16][CH:15]=2)[C:8]2[CH:13]=[CH:12][CH:11]=[CH:10][CH:9]=2)=[CH:5][CH:4]=1.N1[CH:28]=[CH:27]C=CC=1.[C@@H:29]1([N:38]2[CH:45]=[CH:44][C:42](=[O:43])[NH:41][C:39]2=[O:40])[S:35][C@H:34]([CH2:36][OH:37])[C@@H:32]([OH:33])[C@H:30]1[OH:31].[C:46](OC(=O)C)(=[O:48])[CH3:47].C[OH:54], predict the reaction product. The product is: [CH3:1][O:2][C:3]1[CH:22]=[CH:21][C:6]([C:7]([O:37][CH2:36][C@H:34]2[S:35][C@@H:29]([N:38]3[CH:45]=[CH:44][C:42](=[O:43])[NH:41][C:39]3=[O:40])[C@:30]([C:46](=[O:48])[CH3:47])([OH:31])[C@@H:32]2[O:33][C:27](=[O:54])[CH3:28])([C:14]2[CH:19]=[CH:18][CH:17]=[CH:16][CH:15]=2)[C:8]2[CH:13]=[CH:12][CH:11]=[CH:10][CH:9]=2)=[CH:5][CH:4]=1. (3) Given the reactants [F:1][C:2]1[CH:8]=[CH:7][C:5]([NH2:6])=[CH:4][CH:3]=1.[CH3:9][S:10][C:11](SC)=[C:12]([C:17]#[N:18])[C:13]([O:15][CH3:16])=[O:14], predict the reaction product. The product is: [C:17]([C:12](=[C:11]([NH:6][C:5]1[CH:7]=[CH:8][C:2]([F:1])=[CH:3][CH:4]=1)[S:10][CH3:9])[C:13]([O:15][CH3:16])=[O:14])#[N:18]. (4) Given the reactants [O:1]=[C:2]1[NH:6][CH:5]=[C:4]([C:7]([OH:9])=O)[O:3]1.[NH2:10][CH2:11][CH2:12][N:13]1[CH2:18][CH2:17][N:16]([C:19]([O:21][CH2:22][C:23]2[CH:28]=[C:27]([Cl:29])[CH:26]=[C:25]([Cl:30])[CH:24]=2)=[O:20])[CH2:15][CH2:14]1, predict the reaction product. The product is: [O:1]=[C:2]1[NH:6][CH:5]=[C:4]([C:7]([NH:10][CH2:11][CH2:12][N:13]2[CH2:18][CH2:17][N:16]([C:19]([O:21][CH2:22][C:23]3[CH:28]=[C:27]([Cl:29])[CH:26]=[C:25]([Cl:30])[CH:24]=3)=[O:20])[CH2:15][CH2:14]2)=[O:9])[O:3]1.